From a dataset of Full USPTO retrosynthesis dataset with 1.9M reactions from patents (1976-2016). Predict the reactants needed to synthesize the given product. (1) Given the product [CH:1]1([N:8]2[CH2:7][CH2:6][C:12]3[CH:13]=[CH:14][C:15]([CH2:17][C:18]4[N:23]=[CH:22][C:21]([C:24]#[N:25])=[CH:20][CH:19]=4)=[CH:16][C:11]=3[CH2:10][CH2:9]2)[CH2:4][CH2:3][CH2:2]1, predict the reactants needed to synthesize it. The reactants are: [C:1]1(=O)[CH2:4][CH2:3][CH2:2]1.[CH2:6]1[C:12]2[CH:13]=[CH:14][C:15]([CH2:17][C:18]3[N:23]=[CH:22][C:21]([C:24]#[N:25])=[CH:20][CH:19]=3)=[CH:16][C:11]=2[CH2:10][CH2:9][NH:8][CH2:7]1.C(O[BH-](OC(=O)C)OC(=O)C)(=O)C.[Na+]. (2) The reactants are: [NH2:1][C:2]1[CH:6]=[CH:5][O:4][N:3]=1.N1C=CC=CC=1.[Cl:13][C:14]1[CH:19]=[CH:18][C:17]([C:20]2[CH:25]=[C:24]([O:26][CH3:27])[C:23]([N:28]3[C:37]4[C:32](=[CH:33][C:34]([S:38](Cl)(=[O:40])=[O:39])=[CH:35][CH:36]=4)[N:31]=[CH:30][C:29]3=[O:42])=[CH:22][C:21]=2[F:43])=[CH:16][C:15]=1[CH3:44]. Given the product [Cl:13][C:14]1[CH:19]=[CH:18][C:17]([C:20]2[CH:25]=[C:24]([O:26][CH3:27])[C:23]([N:28]3[C:37]4[C:32](=[CH:33][C:34]([S:38]([NH:1][C:2]5[CH:6]=[CH:5][O:4][N:3]=5)(=[O:40])=[O:39])=[CH:35][CH:36]=4)[N:31]=[CH:30][C:29]3=[O:42])=[CH:22][C:21]=2[F:43])=[CH:16][C:15]=1[CH3:44], predict the reactants needed to synthesize it. (3) Given the product [Br:1][C:2]1[CH:7]=[CH:6][C:5]([N:8]2[CH:12]=[C:11]([C:13]([OH:15])([CH3:14])[C:27]([F:29])([F:28])[F:26])[N:10]=[C:9]2[C:16]2[CH:21]=[CH:20][CH:19]=[CH:18][C:17]=2[C:22]([F:24])([F:23])[F:25])=[CH:4][CH:3]=1, predict the reactants needed to synthesize it. The reactants are: [Br:1][C:2]1[CH:7]=[CH:6][C:5]([N:8]2[CH:12]=[C:11]([C:13](=[O:15])[CH3:14])[N:10]=[C:9]2[C:16]2[CH:21]=[CH:20][CH:19]=[CH:18][C:17]=2[C:22]([F:25])([F:24])[F:23])=[CH:4][CH:3]=1.[F:26][C:27]([Si](C)(C)C)([F:29])[F:28].[F-].C([N+](CCCC)(CCCC)CCCC)CCC. (4) Given the product [F:1][C:2]([F:16])([F:15])[C:3]1[CH:4]=[C:5]([CH:8]=[C:9]([C:11]([F:14])([F:13])[F:12])[CH:10]=1)[CH2:6][O:33][C:29]1[CH:28]=[C:27]2[C:32](=[CH:31][CH:30]=1)[N:24]([C:22]([O:21][C:17]([CH3:20])([CH3:19])[CH3:18])=[O:23])[CH2:25][CH2:26]2, predict the reactants needed to synthesize it. The reactants are: [F:1][C:2]([F:16])([F:15])[C:3]1[CH:4]=[C:5]([CH:8]=[C:9]([C:11]([F:14])([F:13])[F:12])[CH:10]=1)[CH2:6]Cl.[C:17]([O:21][C:22]([N:24]1[C:32]2[C:27](=[CH:28][C:29]([OH:33])=[CH:30][CH:31]=2)[CH2:26][CH2:25]1)=[O:23])([CH3:20])([CH3:19])[CH3:18].C(=O)([O-])[O-].[K+].[K+]. (5) Given the product [C:1]([O:5][C:6]([N:8]1[CH2:13][CH2:12][CH:11]([NH:19][CH2:18][CH:15]2[CH2:17][CH2:16]2)[CH2:10][CH2:9]1)=[O:7])([CH3:4])([CH3:3])[CH3:2], predict the reactants needed to synthesize it. The reactants are: [C:1]([O:5][C:6]([N:8]1[CH2:13][CH2:12][C:11](=O)[CH2:10][CH2:9]1)=[O:7])([CH3:4])([CH3:3])[CH3:2].[CH:15]1([CH2:18][NH2:19])[CH2:17][CH2:16]1.C(O)(=O)C.C(O[BH-](OC(=O)C)OC(=O)C)(=O)C.[Na+].[OH-].[Na+]. (6) Given the product [Br:1][C:2]1[C:3]([O:10][C@H:17]([CH2:12][CH:13]=[CH2:14])[CH3:16])=[CH:4][C:5]([F:9])=[CH:6][C:7]=1[F:8], predict the reactants needed to synthesize it. The reactants are: [Br:1][C:2]1[C:7]([F:8])=[CH:6][C:5]([F:9])=[CH:4][C:3]=1[OH:10].Br[C:12]1[CH:17]=[CH:16]C(F)=[CH:14][C:13]=1O[C@H](CC=C)C. (7) Given the product [CH3:20][O:21][C:22](=[O:31])[C:23]1[CH:28]=[CH:27][CH:26]=[C:25]([CH2:29][NH:5][CH2:4][C:3]2[CH:6]=[CH:7][C:8]([Cl:10])=[CH:9][C:2]=2[Cl:1])[CH:24]=1, predict the reactants needed to synthesize it. The reactants are: [Cl:1][C:2]1[CH:9]=[C:8]([Cl:10])[CH:7]=[CH:6][C:3]=1[CH2:4][NH2:5].C(N(C(C)C)CC)(C)C.[CH3:20][O:21][C:22](=[O:31])[C:23]1[CH:28]=[CH:27][CH:26]=[C:25]([CH2:29]Br)[CH:24]=1.